This data is from Forward reaction prediction with 1.9M reactions from USPTO patents (1976-2016). The task is: Predict the product of the given reaction. (1) Given the reactants [CH3:1][CH2:2][C:3]1[CH2:22][N:20]2[CH2:21][C@@H:5]([CH2:6][C@:7]([C:56]([O:58][CH3:59])=[O:57])([C:23]3[CH:24]=[C:25]4[C@:33]56[C@@H:37]7[C@:38]([CH2:53][CH3:54])([C@@H:42]([O:49][C:50]([CH3:52])=[O:51])[C@:43]([OH:48])([C:44]([O:46][CH3:47])=[O:45])[C@@H:32]5[N:31]([CH3:55])[C:26]4=[CH:27][C:28]=3[O:29][CH3:30])[CH:39]=[CH:40][CH2:41][N:36]7[CH2:35][CH2:34]6)[C:8]3[NH:16][C:15]4[CH:14]=[CH:13][C:12]([I:17])=[CH:11][C:10]=4[C:9]=3[CH2:18][CH2:19]2)[CH:4]=1.Cl.C(C[OH:66])(F)(F)F.[BH4-].[Na+], predict the reaction product. The product is: [CH3:1][CH2:2][C@@:3]1([OH:66])[CH2:22][N:20]2[CH2:21][C@@H:5]([CH2:6][C@:7]([C:56]([O:58][CH3:59])=[O:57])([C:23]3[CH:24]=[C:25]4[C@:33]56[C@@H:37]7[C@:38]([CH2:53][CH3:54])([C@@H:42]([O:49][C:50]([CH3:52])=[O:51])[C@:43]([OH:48])([C:44]([O:46][CH3:47])=[O:45])[C@@H:32]5[N:31]([CH3:55])[C:26]4=[CH:27][C:28]=3[O:29][CH3:30])[CH:39]=[CH:40][CH2:41][N:36]7[CH2:35][CH2:34]6)[C:8]3[NH:16][C:15]4[CH:14]=[CH:13][C:12]([I:17])=[CH:11][C:10]=4[C:9]=3[CH2:18][CH2:19]2)[CH2:4]1. (2) Given the reactants [Cl:1][C:2]1[CH:3]=[CH:4][C:5]([F:20])=[C:6]([C:8]2[N:9]=[C:10]([OH:19])[C:11]3[CH:17]=[CH:16][C:15](F)=[N:14][C:12]=3[N:13]=2)[CH:7]=1.[CH3:21][N:22]([CH3:26])[CH2:23][CH2:24][NH2:25], predict the reaction product. The product is: [Cl:1][C:2]1[CH:3]=[CH:4][C:5]([F:20])=[C:6]([C:8]2[N:9]=[C:10]([OH:19])[C:11]3[CH:17]=[CH:16][C:15]([NH:25][CH2:24][CH2:23][N:22]([CH3:26])[CH3:21])=[N:14][C:12]=3[N:13]=2)[CH:7]=1.